This data is from CYP2C9 inhibition data for predicting drug metabolism from PubChem BioAssay. The task is: Regression/Classification. Given a drug SMILES string, predict its absorption, distribution, metabolism, or excretion properties. Task type varies by dataset: regression for continuous measurements (e.g., permeability, clearance, half-life) or binary classification for categorical outcomes (e.g., BBB penetration, CYP inhibition). Dataset: cyp2c9_veith. (1) The compound is C[C@@]12CC3CC(N)(C1)C[C@@](C)(C3)C2. The result is 0 (non-inhibitor). (2) The molecule is Cc1ccccc1-c1cc(Nc2ccc(F)cc2)ncn1. The result is 0 (non-inhibitor).